Dataset: Full USPTO retrosynthesis dataset with 1.9M reactions from patents (1976-2016). Task: Predict the reactants needed to synthesize the given product. (1) Given the product [Br:1][C:2]1[CH:7]=[CH:6][C:5]([C:8]2[CH:13]=[CH:12][C:11]([S:14]([NH:36][S:33]([C:19]([F:18])([F:37])[C:20]([F:32])([F:31])[C:21]([F:29])([F:30])[C:22]([F:27])([F:28])[S:23]([NH:26][S:14]([C:11]3[CH:12]=[CH:13][C:8]([C:44]4[CH:43]=[CH:7][C:2]([Br:1])=[CH:3][CH:4]=4)=[CH:9][CH:10]=3)(=[O:15])=[O:45])(=[O:24])=[O:25])(=[O:35])=[O:34])(=[O:16])=[O:15])=[CH:10][CH:9]=2)=[CH:4][CH:3]=1, predict the reactants needed to synthesize it. The reactants are: [Br:1][C:2]1[CH:7]=[CH:6][C:5]([C:8]2[CH:13]=[CH:12][C:11]([S:14](Cl)(=[O:16])=[O:15])=[CH:10][CH:9]=2)=[CH:4][CH:3]=1.[F:18][C:19]([F:37])([S:33]([NH2:36])(=[O:35])=[O:34])[C:20]([F:32])([F:31])[C:21]([F:30])([F:29])[C:22]([F:28])([F:27])[S:23]([NH2:26])(=[O:25])=[O:24].C(N([CH2:43][CH3:44])CC)C.[OH-:45].[Na+].[Na][Na]. (2) Given the product [CH:13]([O:12][C:3]([C:4]1([C:5]([O:7][CH:8]([CH3:9])[CH3:10])=[O:6])[CH2:26][C:25]([O:30][CH3:31])([O:28][CH3:29])[CH2:24]1)=[O:11])([CH3:15])[CH3:14], predict the reactants needed to synthesize it. The reactants are: [H-].[Na+].[C:3]([O:12][CH:13]([CH3:15])[CH3:14])(=[O:11])[CH2:4][C:5]([O:7][CH:8]([CH3:10])[CH3:9])=[O:6].C([O-])(=O)CC([O-])=O.Br[CH2:24][C:25]([O:30][CH3:31])([O:28][CH3:29])[CH2:26]Br.[Cl-].[NH4+]. (3) The reactants are: [CH3:1][O:2][C@H:3]1[O:8][C@H:7]([CH2:9][OH:10])[C@@H:6]([OH:11])[C@H:5]([OH:12])[C@H:4]1[OH:13].CO[CH:16](OC)[C:17]1[CH:22]=[CH:21][CH:20]=[CH:19][CH:18]=1.C12(CS(O)(=O)=O)C(C)(C)C(CC1)CC2=O.C(N(CC)CC)C. Given the product [CH3:1][O:2][C@H:3]1[O:8][C@@H:7]2[CH2:9][O:10][C@@H:16]([C:17]3[CH:22]=[CH:21][CH:20]=[CH:19][CH:18]=3)[O:11][C@H:6]2[C@H:5]([OH:12])[C@H:4]1[OH:13], predict the reactants needed to synthesize it.